From a dataset of Drug-target binding data from BindingDB using IC50 measurements. Regression. Given a target protein amino acid sequence and a drug SMILES string, predict the binding affinity score between them. We predict pIC50 (pIC50 = -log10(IC50 in M); higher means more potent). Dataset: bindingdb_ic50. (1) The compound is CCCCCCNC(=O)n1cc(-c2ccccc2)c(=O)[nH]c1=O. The target protein (Q6P7S1) has sequence MLGRSLLTWVLAAAVTCAQAQQVPPWTEDCRKSTYPPSGPTYRGPVPWYTINLDLPPYKRWHELLAHKAPVLRTLVNSISNLVNAFVPSGKIMQMVDEKLPGLIGSIPGPFGEEMRGIADVTGIPLGEIISFNIFYELFTMCTSIITEDGKGHLLHGRNMDFGIFLGWNINNNTWVVTEELKPLTVNLDFQRNNKTVFKATSFAGYVGMLTGFKPGLLSLTLNERFSLNGGYLGILEWMFGKKNAQWVGFITRSVLENSTSYEEAKNILTKTKITAPAYFILGGNQSGEGCVITRERKESLDVYELDPKHGRWYVVQTNYDRWKNTLFLDDRRTPAKKCLNHTTQKNLSFATIYDVLSTKPVLNKLTVFTTLIDVTKDQFESHLRDCPDPCIGW. The pIC50 is 6.8. (2) The drug is C=CCOc1ccc(CCC(=O)c2ccc(C(=O)N[C@@H](Cc3ccc(OCC=C)cc3)C(=O)N[C@@H](Cc3ccccc3)B3O[C@@H]4C[C@@H]5C[C@@H](C5(C)C)[C@]4(C)O3)[nH]2)cc1. The target protein (P28063) has sequence MALLDLCGAARGQRPEWAALDAGSGGRSDPGHYSFSAQAPELALPRGMQPTAFLRSFGGDQERNVQIEMAHGTTTLAFKFQHGVIVAVDSRATAGSYISSLRMNKVIEINPYLLGTMSGCAADCQYWERLLAKECRLYYLRNGERISVSAASKLLSNMMLQYRGMGLSMGSMICGWDKKGPGLYYVDDNGTRLSGQMFSTGSGNTYAYGVMDSGYRQDLSPEEAYDLGRRAIAYATHRDNYSGGVVNMYHMKEDGWVKVESSDVSDLLYKYGEAAL. The pIC50 is 7.0. (3) The drug is CC(C)(N)CC(=O)N[C@@H]1CCc2ccccc2N(Cc2ccc(-c3ccccc3-c3nnn[nH]3)cc2)C1=O. The target protein (Q95254) has sequence MWNATPSEEPGPNLTLPDLGWDAPPENDSLVEELLPLFPTPLLAGVTATCVALFVVGIAGNLLTMLVVSRFREMRTTTNLYLSSMAFSDLLIFLCMPLDLFRLWQYRPWNLGNLLCKLFQFVSESCTYATVLTITALSVERYFAICFPLRAKVVVTKGRVKLVILVIWAVAFCSAGPIFVLVGVEHDNGTDPRDTNECRATEFAVRSGLLTVMVWVSSVFFFLPVFCLTVLYSLIGRKLWRRKRGEAAVGSSLRDQNHKQTVKMLAVVVFAFILCWLPFHVGRYLFSKSLEPGSVEIAQISQYCNLVSFVLFYLSAAINPILYNIMSKKYRVAVFKLLGFEPFSQRKLSTLKDESSRAWTESSINT. The pIC50 is 7.2. (4) The compound is O=C(Oc1cncc(Cl)c1)c1cnc[nH]1. The target protein (Q82122) has sequence MGAQVSRQNVGTHSTQNMVSNGSSLNYFNINYFKDAASSGASRLDFSQDPSKFTDPVKDVLEKGIPTLQSPSVEACGYSDRIIQITRGDSTITSQDVANAVVGYGVWPHYLTPQDATAIDKPTQPDTSSNRFYTLDSKMWNSTSKGWWWKLPDALKDMGIFGENMFYHFLGRSGYTVHVQCNASKFHQGTLLVVMIPEHQLATVNKGNVNAGYKYTHPGEAGREVGTQVENEKQPSDDNWLNFDGTLLGNLLIFPHQFINLRSNNSATLIVPYVNAVPMDSMVRHNNWSLVIIPVCQLQSNNISNIVPITVSISPMCAEFSGARAKTVVQGLPVYVTPGSGQFMTTDDMQSPCALPWYHPTKEIFIPGEVKNLIEMCQVDTLIPINSTQSNIGNVSMYTVTLSPQTKLAEEIFAIKVDIASHPLATTLIGEIASYFTHWTGSLRFSFMFCGTANTTLKVLLAYTPPGIGKPRSRKEAMLGTHVVWDVGLQSTVSLVVPWI.... The pIC50 is 6.5. (5) The small molecule is COc1ccc(-c2cc(C(=O)NC3CCCc4c3cnn4-c3ccccc3F)n(C)n2)cc1. The target protein (P01375) has sequence MSTESMIRDVELAEEALPKKTGGPQGSRRCLFLSLFSFLIVAGATTLFCLLHFGVIGPQREEFPRDLSLISPLAQAVRSSSRTPSDKPVAHVVANPQAEGQLQWLNRRANALLANGVELRDNQLVVPSEGLYLIYSQVLFKGQGCPSTHVLLTHTISRIAVSYQTKVNLLSAIKSPCQRETPEGAEAKPWYEPIYLGGVFQLEKGDRLSAEINRPDYLDFAESGQVYFGIIAL. The pIC50 is 5.9. (6) The small molecule is CC[C@H](C)[C@H](NC(=O)[C@H](CCC(N)=O)NC(=O)[C@@H](NC(=O)[C@H](Cc1cnc[nH]1)NC(=O)[C@H](CCC(N)=O)NC(=O)[C@H](CC(=O)O)NC(=O)[C@H](CCC(=O)O)NC(=O)[C@H](CC(=O)O)NC(=O)[C@H](Cc1ccccc1)NC(=O)[C@@H]1CCCN1)[C@@H](C)O)C(=O)N[C@@H](C)C(=O)N[C@@H](CCCCN)C(=O)N[C@H](C(=O)O)C(C)C. The target protein sequence is MSKTLKKKKHWLSKVQECAVSWAGPPGDFGAEIRGGAERGEFPYLGRLREEPGGGTCCVVSGKAPSPGDVLLEVNGTPVSGLTNRDTLAVIRHFREPIRLKTVKPGKVINKDLRHYLSLQFQKGSIDHKLQQVIRDNLYLRTIPCTTRAPRDGEVPGVDYNFISVEQFKALEESGALLESGTYDGNFYGTPKPPAEPSPFQPDPVDQVLFDNEFDAESQRKRTTSVSKMERMDSSLPEEEEDEDKEAINGSGNAENRERHSESSDWMKTVPSYNQTNSSMDFRNYMMRDETLEPLPKNWEMAYTDTGMIYFIDHNTKTTTWLDPRLCKKAKAPEDCEDGELPYGWEKIEDPQYGTYYVDFTLVAQAGVQWHDLGSLQPPPPGFNHLNQKTQFENPVEEAKRKKQLGQVEIGSSKPDMEKSHFTRDPSQLKGVLVRASLKKSTMGFGFTIIGGDRPDEFLQVKNVLKDGPAAQDGKIAPGDVIVDINGNCVLGHTHADVVQ.... The pIC50 is 4.8. (7) The compound is O=C([C@@H]1O[C@H]2CN(Cc3ccccc3)C(=O)[C@@H]1O2)N1CCCCC1. The target protein (P0CS83) has sequence MFLKNIFIALAIALLVDATPTTTKRSAGFVALDFSVVKTPKAFPVTNGQEGKTSKRQAVPVTLHNEQVTYAADITVGSNNQKLNVIVDTGSSDLWVPDVNVDCQVTYSDQTADFCKQKGTYDPSGSSASQDLNTPFKIGYGDGSSSQGTLYKDTVGFGGVSIKNQVLADVDSTSIDQGILGVGYKTNEAGGSYDNVPVTLKKQGVIAKNAYSLYLNSPDAATGQIIFGGVDNAKYSGSLIALPVTSDRELRISLGSVEVSGKTINTDNVDVLLDSGTTITYLQQDLADQIIKAFNGKLTQDSNGNSFYEVDCNLSGDVVFNFSKNAKISVPASEFAASLQGDDGQPYDKCQLLFDVNDANILGDNFLRSAYIVYDLDDNEISLAQVKYTSASSISALT. The pIC50 is 7.5.